From a dataset of Full USPTO retrosynthesis dataset with 1.9M reactions from patents (1976-2016). Predict the reactants needed to synthesize the given product. (1) Given the product [NH:25]1[C:33]2=[N:32][CH:31]=[CH:30][CH:29]=[C:28]2[C:27]([CH:34]=[C:16]2[O:15][C:14]([NH:13][C:7]3[CH:8]=[CH:9][C:10]([CH3:12])=[CH:11][C:6]=3[O:5][CH2:4][CH2:3][O:2][CH3:1])=[C:18]([C:19]([O:21][CH2:22][CH3:23])=[O:20])[C:17]2=[O:24])=[CH:26]1, predict the reactants needed to synthesize it. The reactants are: [CH3:1][O:2][CH2:3][CH2:4][O:5][C:6]1[CH:11]=[C:10]([CH3:12])[CH:9]=[CH:8][C:7]=1[NH:13][C:14]1[O:15][CH2:16][C:17](=[O:24])[C:18]=1[C:19]([O:21][CH2:22][CH3:23])=[O:20].[NH:25]1[C:33]2[C:28](=[CH:29][CH:30]=[CH:31][N:32]=2)[C:27]([CH:34]=O)=[CH:26]1. (2) Given the product [C:1](=[O:5])=[O:2].[C:11]1([O:10][CH2:9][CH3:25])[CH:16]=[CH:15][CH:14]=[CH:13][CH:12]=1.[C:18]1([O:17][C:9]2[CH:41]=[CH:42][CH:37]=[CH:38][CH:39]=2)[CH:19]=[CH:20][CH:21]=[CH:22][CH:23]=1, predict the reactants needed to synthesize it. The reactants are: [C:1](=O)([O:5]CC)[O:2]CC.[C:9](=O)([O:17][C:18]1[CH:23]=[CH:22][CH:21]=[CH:20][CH:19]=1)[O:10][C:11]1[CH:16]=[CH:15][CH:14]=[CH:13][CH:12]=1.[C:25]1(O)C=CC=CC=1.C(=O)(O[C:37]1[CH:42]=[CH:41]C=[CH:39][CH:38]=1)OCC. (3) The reactants are: [CH:1]1[C:6]2[NH:7][C:8]3[C:9](=[CH:10][CH:11]=[C:12]4[C:20]=3[NH:19][C:18]3[C:13]4=[CH:14][CH:15]=[CH:16][CH:17]=3)[C:5]=2[CH:4]=[CH:3][CH:2]=1.Br[C:22]1[CH:27]=[CH:26][CH:25]=[CH:24][CH:23]=1.CC([O-])(C)C.[Na+].P(C(C)(C)C)(C(C)(C)C)C(C)(C)C. Given the product [C:22]1([N:7]2[C:8]3[C:9](=[CH:10][CH:11]=[C:12]4[C:13]5[CH:14]=[CH:15][CH:16]=[CH:17][C:18]=5[NH:19][C:20]4=3)[C:5]3[C:6]2=[CH:1][CH:2]=[CH:3][CH:4]=3)[CH:27]=[CH:26][CH:25]=[CH:24][CH:23]=1, predict the reactants needed to synthesize it. (4) Given the product [CH3:33][C:28]1[C:27]([CH3:34])=[N:26][C:25]2[C:30](=[CH:31][CH:32]=[C:23]([NH:22][S:10]([C:7]3[CH:8]=[CH:9][C:4]([CH2:1][CH2:2][CH3:3])=[CH:5][CH:6]=3)(=[O:12])=[O:11])[CH:24]=2)[N:29]=1, predict the reactants needed to synthesize it. The reactants are: [CH2:1]([C:4]1[CH:9]=[CH:8][C:7]([S:10](Cl)(=[O:12])=[O:11])=[CH:6][CH:5]=1)[CH2:2][CH3:3].N1C=CC=CC=1.N#N.[NH2:22][C:23]1[CH:24]=[C:25]2[C:30](=[CH:31][CH:32]=1)[N:29]=[C:28]([CH3:33])[C:27]([CH3:34])=[N:26]2.C([O-])(O)=O.[Na+].